This data is from Experimentally validated miRNA-target interactions with 360,000+ pairs, plus equal number of negative samples. The task is: Binary Classification. Given a miRNA mature sequence and a target amino acid sequence, predict their likelihood of interaction. (1) The miRNA is mmu-miR-5135 with sequence AGGUCUAGGUGGCAAGGGCGUCCU. The protein sequence of the target gene is MALAAAAAAAAAAAGVSQAAVLGFLREHGGQVRNSELLSRFKPLLDAGDPRGRAARRDRFKQFVNNVAVVKELDGVKFVVLRKKPRPPEGPEAPLPSSPGVPAALAQCAAVPAEDNCAPGAPHSPQRSGEPPEDSSAPSELQHTPETLPSEVTQVEAPSGSAPQPGGPEDPALPRSSELARPASVPSGLALTSTESPGPEPAPPTAQVPPQKPCMLPVRCVVPGPAALRIRAEEQGLRRQRSEEPSPRGSPMLLRRLSVEESGLGLHLGPGRSPHLRRLSRAGPRLLSPDTEEMPVAPLP.... Result: 0 (no interaction). (2) The miRNA is mmu-miR-876-3p with sequence UAGUGGUUUACAAAGUAAUUCA. The protein sequence of the target gene is MMGKEEEIARIARRLDKMVTKKSAEGAMDLLRELKAMPITLHLLQSTRVGMSVNALRKQSSDEEVIALAKSLIKSWKKLLDASDAKARERGRGMPLPTSSRDASEAPDPSRKRPELPRAPSTPRITTFPPVPVTCDAVRNKCREMLTAALQTDHDHVAIGADCERLSAQIEECIFRDVGNTDMKYKNRVRSRISNLKDAKNPDLRRNVLCGAITPQQIAVMTSEEMASDELKEIRKAMTKEAIREHQMARTGGTQTDLFTCGKCRKKNCTYTQVQTRSSDEPMTTFVVCNECGNRWKFC. Result: 0 (no interaction). (3) The miRNA is mmu-miR-344b-3p with sequence CAUUUAGCCAAAGCCUGACUGU. The protein sequence of the target gene is MGVPKFYRWISERYPCLSEVVKEHQIPEFDNLYLDMNGIIHQCSHPNDDDVHFRISDDKIFTDIFHYLEVLFRIIKPRKVFFMAVDGVAPRAKMNQQRGRRFRSAKEAEDKIKKAIEKGETLPTEARFDSNCITPGTEFMARLHEHLKYFVNMKISTDKSWQGVTIYFSGHETPGEGEHKIMEFIRSEKAKPDHDPNTRHCLYGLDADLIMLGLTSHEAHFSLLREEVRFGGKKTQRVCAPEETTFHLLHLSLMREYIDYEFSVLKEKITFKYDIERIIDDWILMGFLVGNDFIPHLPHL.... Result: 0 (no interaction). (4) The miRNA is mmu-miR-17-5p with sequence CAAAGUGCUUACAGUGCAGGUAG. The protein sequence of the target gene is MGFALERFAEAVDPALECKLCGQVLEEPLCTPCGHVFCASCLLPWAVRRRRCPLQCQPLAPGELYRVLPLRSLIQKLRVQCDYRARGCGHSVRLHELEAHVEHCDFGPARRLRSRGGCASGLGGGEVPARGGCGPTPRAGRGGGARGGPPGGRWGRGRGPGPRVLAWRRREKALLAQLWALQGEVQLTARRYQEKFTQYMAHVRNFVGDLGGGHRRDGEHKPFTIVLERENDTLGFNIIGGRPNQNNQEGTSTEGIYVSKILENGPADRADGLEIHDKIMEVNGKDLSKATHEEAVEAFR.... Result: 0 (no interaction).